Dataset: Reaction yield outcomes from USPTO patents with 853,638 reactions. Task: Predict the reaction yield, written as a fraction of the theoretical maximum amount of product (1.0 means a 100% yield; for example, 0.34 means a 34% yield). (1) The reactants are [CH2:1]([O:8][C@@H:9]1[C:13]([CH2:20][O:21][S:22]([CH3:25])(=[O:24])=[O:23])([CH2:14][O:15][S:16]([CH3:19])(=[O:18])=[O:17])[O:12][C@@H:11]([N:26]2[CH:34]=[N:33][C:32]3[C:27]2=[N:28][CH:29]=[N:30][C:31]=3[NH:35][C:36](=[O:43])[C:37]2[CH:42]=[CH:41][CH:40]=[CH:39][CH:38]=2)[C@@H:10]1OS(C(F)(F)F)(=O)=O)[C:2]1[CH:7]=[CH:6][CH:5]=[CH:4][CH:3]=1.[I-:52].[Li+]. The catalyst is C(#N)C. The product is [CH2:1]([O:8][C@@H:9]1[C:13]([CH2:20][O:21][S:22]([CH3:25])(=[O:24])=[O:23])([CH2:14][O:15][S:16]([CH3:19])(=[O:18])=[O:17])[O:12][C@@H:11]([N:26]2[CH:34]=[N:33][C:32]3[C:27]2=[N:28][CH:29]=[N:30][C:31]=3[NH:35][C:36](=[O:43])[C:37]2[CH:42]=[CH:41][CH:40]=[CH:39][CH:38]=2)[C@H:10]1[I:52])[C:2]1[CH:7]=[CH:6][CH:5]=[CH:4][CH:3]=1. The yield is 0.900. (2) The reactants are C[O:2][C:3](=[O:36])[C@H:4]([CH2:16][C:17]1[CH:22]=[CH:21][C:20]([C:23]2[C:24](=[O:35])[N:25]([CH3:34])[C:26]([CH3:33])=[CH:27][C:28]=2[C:29]([F:32])([F:31])[F:30])=[CH:19][CH:18]=1)[NH:5][C:6]([C:8]1[C:13]([CH3:14])=[CH:12][CH:11]=[CH:10][C:9]=1[Cl:15])=[O:7].[OH-].[Na+]. The catalyst is C(O)C. The product is [Cl:15][C:9]1[CH:10]=[CH:11][CH:12]=[C:13]([CH3:14])[C:8]=1[C:6]([NH:5][C@H:4]([C:3]([OH:36])=[O:2])[CH2:16][C:17]1[CH:18]=[CH:19][C:20]([C:23]2[C:24](=[O:35])[N:25]([CH3:34])[C:26]([CH3:33])=[CH:27][C:28]=2[C:29]([F:32])([F:31])[F:30])=[CH:21][CH:22]=1)=[O:7]. The yield is 0.800. (3) The reactants are [OH:1][C:2]1[CH:7]=[C:6]([CH3:8])[CH:5]=[CH:4][N:3]=1.[CH3:9][O:10][C:11](=[O:22])[C:12]1[CH:17]=[C:16]([N+:18]([O-:20])=[O:19])[CH:15]=[C:14](I)[CH:13]=1.N1C2C(=CC=C3C=2N=CC=C3)C=CC=1.[O-]P([O-])([O-])=O.[K+].[K+].[K+]. The catalyst is [Cu]I.O1CCOCC1. The product is [CH3:9][O:10][C:11](=[O:22])[C:12]1[CH:17]=[C:16]([N+:18]([O-:20])=[O:19])[CH:15]=[C:14]([N:3]2[CH:4]=[CH:5][C:6]([CH3:8])=[CH:7][C:2]2=[O:1])[CH:13]=1. The yield is 0.610.